This data is from Full USPTO retrosynthesis dataset with 1.9M reactions from patents (1976-2016). The task is: Predict the reactants needed to synthesize the given product. Given the product [CH3:68][C:69]([CH3:74])([CH3:73])[CH2:70][CH2:71][NH:29][C:28]([C:25]1[CH:26]=[C:27]2[C:22](=[CH:23][CH:24]=1)[NH:21][N:20]=[C:19]2[C:14]1[CH:13]=[CH:12][C:11]2[C:16](=[CH:17][CH:18]=[C:9]([O:8][CH2:7][CH:3]3[CH2:4][CH2:5][CH2:6][N:2]3[CH3:1])[CH:10]=2)[CH:15]=1)=[O:51], predict the reactants needed to synthesize it. The reactants are: [CH3:1][N:2]1[CH2:6][CH2:5][CH2:4][CH:3]1[CH2:7][O:8][C:9]1[CH:10]=[C:11]2[C:16](=[CH:17][CH:18]=1)[CH:15]=[C:14]([C:19]1[C:27]3[C:22](=[CH:23][CH:24]=[C:25]([C:28]#[N:29])[CH:26]=3)[N:21](C3CCCCO3)[N:20]=1)[CH:13]=[CH:12]2.[OH-].[K+].Cl.CN(C)CCCN=C=NCC.O.[OH:51]N1C2C=CC=CC=2N=N1.C(N(CC)CC)C.[CH3:68][C:69]([CH3:74])([CH3:73])[CH2:70][CH2:71]N.